The task is: Predict the reactants needed to synthesize the given product.. This data is from Full USPTO retrosynthesis dataset with 1.9M reactions from patents (1976-2016). (1) The reactants are: [N+:1]([O-:4])([O-])=[O:2].[K+].[Br:6][C:7]1[CH:8]=[C:9]([CH:12]=[O:13])[S:10][CH:11]=1. Given the product [Br:6][C:7]1[CH:8]=[C:9]([CH:12]=[O:13])[S:10][C:11]=1[N+:1]([O-:4])=[O:2], predict the reactants needed to synthesize it. (2) Given the product [S:11]1[C:12]2[C:18]3[C:17]([CH:16]=[CH:15][C:13]=2[N:14]=[CH:10]1)=[N:22][O:24][C:19]=3[C:20]#[N:21], predict the reactants needed to synthesize it. The reactants are: C(N1CN(C)CN([C:10]2[S:11][C:12]3[C:18]([CH2:19][C:20]#[N:21])=[C:17]([N+:22]([O-:24])=O)[CH:16]=[CH:15][C:13]=3[N:14]=2)C1=O)C.C(N(CC)CC)C.C[Si](Cl)(C)C. (3) The reactants are: C1(P(C2C=CC=CC=2)C2C=CC=CC=2)C=CC=CC=1.[F:20][C:21]1[CH:22]=[C:23]([OH:28])[CH:24]=[C:25]([F:27])[CH:26]=1.N(C(OC(C)(C)C)=O)=NC(OC(C)(C)C)=O.O[CH:46]1[CH2:51][CH2:50][N:49]([CH2:52][CH:53]([N:57]2[CH:61]=[C:60]([C:62]3[C:63]4[CH:70]=[CH:69][N:68](COCC[Si](C)(C)C)[C:64]=4[N:65]=[CH:66][N:67]=3)[CH:59]=[N:58]2)[CH2:54][C:55]#[N:56])[CH2:48][CH2:47]1.[F:79][C:80]([F:85])([F:84])[C:81]([OH:83])=[O:82].C(N)CN. Given the product [F:79][C:80]([F:85])([F:84])[C:81]([OH:83])=[O:82].[F:79][C:80]([F:85])([F:84])[C:81]([OH:83])=[O:82].[F:79][C:80]([F:85])([F:84])[C:81]([OH:83])=[O:82].[F:20][C:21]1[CH:22]=[C:23]([CH:24]=[C:25]([F:27])[CH:26]=1)[O:28][CH:46]1[CH2:47][CH2:48][N:49]([CH2:52][CH:53]([N:57]2[CH:61]=[C:60]([C:62]3[C:63]4[CH:70]=[CH:69][NH:68][C:64]=4[N:65]=[CH:66][N:67]=3)[CH:59]=[N:58]2)[CH2:54][C:55]#[N:56])[CH2:50][CH2:51]1, predict the reactants needed to synthesize it. (4) Given the product [F:1][C:2]([F:10])([F:11])[C:3]1[CH:8]=[CH:7][CH:6]=[CH:5][C:4]=1[O:9][CH2:13][CH2:14][CH2:15][N:16]1[C:24](=[O:25])[C:23]2[C:18](=[CH:19][CH:20]=[CH:21][CH:22]=2)[C:17]1=[O:26], predict the reactants needed to synthesize it. The reactants are: [F:1][C:2]([F:11])([F:10])[C:3]1[CH:8]=[CH:7][CH:6]=[CH:5][C:4]=1[OH:9].Br[CH2:13][CH2:14][CH2:15][N:16]1[C:24](=[O:25])[C:23]2[C:18](=[CH:19][CH:20]=[CH:21][CH:22]=2)[C:17]1=[O:26].C([O-])([O-])=O.[Cs+].[Cs+].O. (5) Given the product [F:24][C:25]1[C:30]([F:31])=[CH:29][CH:28]=[CH:27][C:26]=1[C:32]1[CH:40]=[CH:39][CH:38]=[C:37]2[C:33]=1/[C:34](=[CH:14]/[C:11]1[NH:10][C:7]3[CH2:8][CH2:9][N:4]([CH2:3][C@@H:2]([OH:1])[CH2:17][N:18]4[CH2:19][CH2:20][O:21][CH2:22][CH2:23]4)[C:5](=[O:16])[C:6]=3[C:12]=1[CH3:13])/[C:35](=[O:41])[NH:36]2, predict the reactants needed to synthesize it. The reactants are: [OH:1][C@@H:2]([CH2:17][N:18]1[CH2:23][CH2:22][O:21][CH2:20][CH2:19]1)[CH2:3][N:4]1[CH2:9][CH2:8][C:7]2[NH:10][C:11]([CH:14]=O)=[C:12]([CH3:13])[C:6]=2[C:5]1=[O:16].[F:24][C:25]1[C:30]([F:31])=[CH:29][CH:28]=[CH:27][C:26]=1[C:32]1[CH:40]=[CH:39][CH:38]=[C:37]2[C:33]=1[CH2:34][C:35](=[O:41])[NH:36]2.